From a dataset of Reaction yield outcomes from USPTO patents with 853,638 reactions. Predict the reaction yield, written as a fraction of the theoretical maximum amount of product (1.0 means a 100% yield; for example, 0.34 means a 34% yield). The reactants are [C:1]([O:5][C:6](=[O:27])[N:7]([C:19]1[CH:24]=[CH:23][C:22]([NH2:25])=[C:21]([CH3:26])[CH:20]=1)[CH2:8][C:9]1[CH:14]=[CH:13][C:12]([C:15]([F:18])([F:17])[F:16])=[CH:11][CH:10]=1)([CH3:4])([CH3:3])[CH3:2].F[P-](F)(F)(F)(F)F.N1(OC(N(C)C)=[N+](C)C)C2N=CC=CC=2N=N1.CCN(C(C)C)C(C)C.[N:61]1([CH2:67][C:68](O)=[O:69])[CH2:66][CH2:65][CH2:64][CH2:63][CH2:62]1. The catalyst is CN(C=O)C.C(OCC)(=O)C. The product is [C:1]([O:5][C:6](=[O:27])[N:7]([C:19]1[CH:24]=[CH:23][C:22]([NH:25][C:68](=[O:69])[CH2:67][N:61]2[CH2:66][CH2:65][CH2:64][CH2:63][CH2:62]2)=[C:21]([CH3:26])[CH:20]=1)[CH2:8][C:9]1[CH:14]=[CH:13][C:12]([C:15]([F:17])([F:16])[F:18])=[CH:11][CH:10]=1)([CH3:4])([CH3:3])[CH3:2]. The yield is 0.530.